This data is from Retrosynthesis with 50K atom-mapped reactions and 10 reaction types from USPTO. The task is: Predict the reactants needed to synthesize the given product. (1) Given the product CCOC(=O)CCc1cc(F)c(OC)cc1CCC(C)C, predict the reactants needed to synthesize it. The reactants are: CCOC(=O)/C=C/c1cc(F)c(OC)cc1CCC(C)C. (2) Given the product COc1c(C(C)n2nc(C)c3c(N)ncnc32)cc(Cl)c(C)c1-c1ccnc(C#N)c1, predict the reactants needed to synthesize it. The reactants are: COc1c(C(C)Cl)cc(Cl)c(C)c1-c1ccnc(C#N)c1.Cc1n[nH]c2ncnc(N)c12. (3) Given the product Cc1cccc(C(=O)NC2(C(=O)O)Cc3ccccc3C2)c1CC(C)C, predict the reactants needed to synthesize it. The reactants are: CC(C)=Cc1c(C)cccc1C(=O)NC1(C(=O)O)Cc2ccccc2C1. (4) Given the product C=CCCCCCCCCCCCCCCO, predict the reactants needed to synthesize it. The reactants are: C=CCCCCCCCCCCCCCCOCc1ccccc1. (5) Given the product O=C1NC(=O)c2c1cc(-c1ccccc1)c1[nH]c3ccc(O)cc3c21, predict the reactants needed to synthesize it. The reactants are: COc1ccc2[nH]c3c(-c4ccccc4)cc4c(c3c2c1)C(=O)NC4=O. (6) Given the product O=C(NCC(=O)N1CCC(O)CC1)c1ccc(S(=O)(=O)Nc2ccccc2Oc2ccc(F)cc2Cl)cc1, predict the reactants needed to synthesize it. The reactants are: O=C(O)CNC(=O)c1ccc(S(=O)(=O)Nc2ccccc2Oc2ccc(F)cc2Cl)cc1.OC1CCNCC1. (7) Given the product CC(C)(C)OC(=O)Nc1ccc(Oc2ccnc(Cl)c2)cc1F, predict the reactants needed to synthesize it. The reactants are: CC(C)(C)OC(=O)Nc1ccc(O)cc1F.Fc1ccnc(Cl)c1. (8) Given the product Cc1ccccc1C(=O)NC1CCN(CCCN(Cc2ccccc2)c2ccccn2)CC1, predict the reactants needed to synthesize it. The reactants are: Cc1ccccc1C(=O)NC1CCN(CCCCl)CC1.c1ccc(CNc2ccccn2)cc1.